This data is from Catalyst prediction with 721,799 reactions and 888 catalyst types from USPTO. The task is: Predict which catalyst facilitates the given reaction. Reactant: C(O)(=O)CCC(O)=O.C([O:11][C:12](=[O:34])[CH2:13][O:14][C:15]1[CH:20]=[CH:19][CH:18]=[C:17]([CH2:21][NH:22][CH2:23][C:24]2[CH:29]=[CH:28][C:27]([C:30]([CH3:33])([CH3:32])[CH3:31])=[CH:26][CH:25]=2)[CH:16]=1)C.C(N(CC)C(C)C)(C)C.Cl.[N:45]1[CH:50]=[CH:49][CH:48]=[C:47]([S:51](Cl)(=[O:53])=[O:52])[CH:46]=1.[OH-].[Na+].Cl. The catalyst class is: 229. Product: [C:30]([C:27]1[CH:28]=[CH:29][C:24]([CH2:23][N:22]([CH2:21][C:17]2[CH:16]=[C:15]([CH:20]=[CH:19][CH:18]=2)[O:14][CH2:13][C:12]([OH:11])=[O:34])[S:51]([C:47]2[CH:46]=[N:45][CH:50]=[CH:49][CH:48]=2)(=[O:53])=[O:52])=[CH:25][CH:26]=1)([CH3:33])([CH3:31])[CH3:32].